Dataset: Reaction yield outcomes from USPTO patents with 853,638 reactions. Task: Predict the reaction yield, written as a fraction of the theoretical maximum amount of product (1.0 means a 100% yield; for example, 0.34 means a 34% yield). (1) The reactants are [F:1][C:2]1[CH:3]=[C:4]([CH:23]=[CH:24][C:25]=1[F:26])[O:5][C:6]1[N:11]=[CH:10][C:9]([CH:12](C(OCC)=O)[C:13]([O:15]CC)=[O:14])=[CH:8][CH:7]=1.[OH-].[K+]. The catalyst is C(O)C. The product is [F:1][C:2]1[CH:3]=[C:4]([CH:23]=[CH:24][C:25]=1[F:26])[O:5][C:6]1[N:11]=[CH:10][C:9]([CH2:12][C:13]([OH:15])=[O:14])=[CH:8][CH:7]=1. The yield is 0.980. (2) The reactants are [CH2:1]([C:5]1[CH:6]=[C:7]2[C:12](=[C:13]([O:15][CH:16]3[CH2:21][CH2:20][NH:19][CH2:18][CH2:17]3)[CH:14]=1)[N:11]=[CH:10][CH:9]=[CH:8]2)[CH2:2][CH2:3][CH3:4].[I-].[Na+].[C:24](=O)([OH:26])[O-:25].[Na+].[CH3:29][C:30]([S:33]([CH2:36][CH2:37][CH2:38][CH2:39]Br)(=[O:35])=[O:34])([CH3:32])[CH3:31]. The catalyst is CN(C=O)C.CO. The product is [CH:24]([OH:26])=[O:25].[CH2:1]([C:5]1[CH:6]=[C:7]2[C:12](=[C:13]([O:15][CH:16]3[CH2:17][CH2:18][N:19]([CH2:39][CH2:38][CH2:37][CH2:36][S:33]([C:30]([CH3:29])([CH3:32])[CH3:31])(=[O:34])=[O:35])[CH2:20][CH2:21]3)[CH:14]=1)[N:11]=[CH:10][CH:9]=[CH:8]2)[CH2:2][CH2:3][CH3:4]. The yield is 0.460. (3) The reactants are [CH3:1][C:2]1[CH:3]=[CH:4][CH:5]=[C:6]([OH:13])[C:7]=1[C:8]([O:10][CH2:11][CH3:12])=[O:9].O.[OH-].[Li+].S(OC)(O[CH3:21])(=O)=O. The catalyst is C1COCC1.C(OCC)C. The product is [CH3:21][O:13][C:6]1[CH:5]=[CH:4][CH:3]=[C:2]([CH3:1])[C:7]=1[C:8]([O:10][CH2:11][CH3:12])=[O:9]. The yield is 0.910. (4) The yield is 0.925. No catalyst specified. The product is [CH3:24][S:25][C:26]1[CH:33]=[CH:32][C:29]([CH2:30][NH:31][C:18]([C:12]2[CH:11]=[C:10]3[C:15]([CH:16]=[CH:17][N:8]([CH2:7][C:6]4[CH:5]=[CH:4][C:3]([C:1]#[N:2])=[CH:23][CH:22]=4)[C:9]3=[O:21])=[CH:14][CH:13]=2)=[O:20])=[CH:28][CH:27]=1. The reactants are [C:1]([C:3]1[CH:23]=[CH:22][C:6]([CH2:7][N:8]2[CH:17]=[CH:16][C:15]3[C:10](=[CH:11][C:12]([C:18]([OH:20])=O)=[CH:13][CH:14]=3)[C:9]2=[O:21])=[CH:5][CH:4]=1)#[N:2].[CH3:24][S:25][C:26]1[CH:33]=[CH:32][C:29]([CH2:30][NH2:31])=[CH:28][CH:27]=1. (5) The reactants are [I-].[CH3:2][P+](C1C=CC=CC=1)(C1C=CC=CC=1)C1C=CC=CC=1.CC(C)([O-])C.[K+].[CH2:28]([C:35]1[N:40]=[N:39][C:38]([N:41]2[CH2:46][CH2:45][N:44]([C:47]3[CH:52]=[N:51][C:50]([C:53](=O)[CH3:54])=[CH:49][N:48]=3)[C@H:43]([CH3:56])[CH2:42]2)=[C:37]([CH3:57])[C:36]=1[CH3:58])[C:29]1[CH:34]=[CH:33][CH:32]=[CH:31][CH:30]=1. The catalyst is C1COCC1. The product is [CH2:28]([C:35]1[N:40]=[N:39][C:38]([N:41]2[CH2:46][CH2:45][N:44]([C:47]3[CH:52]=[N:51][C:50]([C:53]([CH3:2])=[CH2:54])=[CH:49][N:48]=3)[C@H:43]([CH3:56])[CH2:42]2)=[C:37]([CH3:57])[C:36]=1[CH3:58])[C:29]1[CH:34]=[CH:33][CH:32]=[CH:31][CH:30]=1. The yield is 0.370. (6) The reactants are [OH:1][C@H:2]1[CH2:7][CH2:6][C@H:5]([N:8]2[C:13](=[O:14])[C:12]([CH2:15][C:16]3[CH:21]=[CH:20][C:19]([C:22]4[C:23]([C:28]#[N:29])=[CH:24][CH:25]=[CH:26][CH:27]=4)=[CH:18][CH:17]=3)=[C:11]([CH2:30][CH2:31][CH3:32])[N:10]3[N:33]=[CH:34][N:35]=[C:9]23)[CH2:4][CH2:3]1.[CH3:36][O:37][C:38]1[CH:43]=[CH:42][C:41](O)=[CH:40][CH:39]=1.C1(P(C2C=CC=CC=2)C2C=CC=CC=2)C=CC=CC=1.[N:65]([C:66]([O:68]C(C)C)=[O:67])=[N:65][C:66]([O:68]C(C)C)=[O:67].Cl.[Cl-].O[NH3+].C(=O)([O-])O.[Na+]. The catalyst is O1CCCC1.O.C(OCC)(=O)C.CS(C)=O. The product is [CH3:36][O:37][C:38]1[CH:43]=[CH:42][C:41]([O:1][C@@H:2]2[CH2:7][CH2:6][C@H:5]([N:8]3[C:13](=[O:14])[C:12]([CH2:15][C:16]4[CH:21]=[CH:20][C:19]([C:22]5[CH:27]=[CH:26][CH:25]=[CH:24][C:23]=5[C:28]5[NH:65][C:66](=[O:67])[O:68][N:29]=5)=[CH:18][CH:17]=4)=[C:11]([CH2:30][CH2:31][CH3:32])[N:10]4[N:33]=[CH:34][N:35]=[C:9]34)[CH2:4][CH2:3]2)=[CH:40][CH:39]=1. The yield is 0.390. (7) The reactants are [H-].[Na+].Br[CH2:4][CH:5]([O:18][C:19](=[O:21])[CH3:20])[CH2:6][C:7]1[C:16]([OH:17])=[CH:15][CH:14]=[C:13]2[C:8]=1[CH:9]=[CH:10][CH:11]=[N:12]2. The catalyst is CN(C)C=O. The product is [C:19]([O:18][CH:5]1[CH2:4][O:17][C:16]2[C:7](=[C:8]3[C:13](=[CH:14][CH:15]=2)[N:12]=[CH:11][CH:10]=[CH:9]3)[CH2:6]1)(=[O:21])[CH3:20]. The yield is 0.610.